This data is from Retrosynthesis with 50K atom-mapped reactions and 10 reaction types from USPTO. The task is: Predict the reactants needed to synthesize the given product. (1) Given the product CCNc1cc(Br)ncc1[N+](=O)[O-], predict the reactants needed to synthesize it. The reactants are: CCN.O=[N+]([O-])c1cnc(Br)cc1Br. (2) Given the product CC/C=C\C/C=C\C/C=C\C/C=C\C/C=C\CCCCSC(CC)(CC)C(=O)N[C@@H](CC(C)C)C(=O)Nc1ccc(O)c(C(=O)O)c1, predict the reactants needed to synthesize it. The reactants are: CC/C=C\C/C=C\C/C=C\C/C=C\C/C=C\CCCCSC(CC)(CC)C(=O)N[C@@H](CC(C)C)C(=O)Nc1ccc(O)c(C(=O)OC)c1. (3) Given the product CC(=O)N(CC1C(=O)O[C@H]2C3=C(C)CCC[C@]3(C)CCC12O)CC1C(=O)O[C@@H]2C3=C(C)CCC[C@@]3(C)CCC12O, predict the reactants needed to synthesize it. The reactants are: CC(=O)OC(C)=O.CC1=C2[C@H]3OC(=O)C(CNCC4C(=O)O[C@H]5C6=C(C)CCC[C@]6(C)CCC45O)C3(O)CC[C@]2(C)CCC1. (4) Given the product Oc1ccc(C=C2c3ccccc3CCc3cc(Cl)ccc32)cc1, predict the reactants needed to synthesize it. The reactants are: Clc1ccc2c(c1)CCc1ccccc1C2=CBr.OB(O)c1ccc(O)cc1.